From a dataset of Full USPTO retrosynthesis dataset with 1.9M reactions from patents (1976-2016). Predict the reactants needed to synthesize the given product. Given the product [CH2:38]([O:40][C:41](=[O:42])[CH2:43][N:44]1[CH2:49][CH2:48][N:47]([C:35](=[O:37])[CH2:34][C:26]2[CH:27]=[C:28]([O:32][CH3:33])[C:29]([O:30][CH3:31])=[C:24]([O:23][CH3:22])[CH:25]=2)[CH2:46][CH2:45]1)[CH3:39], predict the reactants needed to synthesize it. The reactants are: N#N.CCN=C=NCCCN(C)C.Cl.CCN(CC)CC.[CH3:22][O:23][C:24]1[CH:25]=[C:26]([CH2:34][C:35]([OH:37])=O)[CH:27]=[C:28]([O:32][CH3:33])[C:29]=1[O:30][CH3:31].[CH2:38]([O:40][C:41]([CH2:43][N:44]1[CH2:49][CH2:48][NH:47][CH2:46][CH2:45]1)=[O:42])[CH3:39].